Dataset: Forward reaction prediction with 1.9M reactions from USPTO patents (1976-2016). Task: Predict the product of the given reaction. (1) Given the reactants [NH2:1][C:2]1[S:3][C:4]2[C:9](=O)[NH:8][C:7]([S:11][CH2:12][C:13]3[CH:18]=[CH:17][CH:16]=[C:15]([F:19])[C:14]=3[F:20])=[N:6][C:5]=2[N:21]=1.CN(C)C1C=CC=CC=1.P(Cl)(Cl)([Cl:33])=O, predict the reaction product. The product is: [Cl:33][C:9]1[C:4]2[S:3][C:2]([NH2:1])=[N:21][C:5]=2[N:6]=[C:7]([S:11][CH2:12][C:13]2[CH:18]=[CH:17][CH:16]=[C:15]([F:19])[C:14]=2[F:20])[N:8]=1. (2) Given the reactants [C:1]1([C@@H:7]([N:9]2[CH2:15][C@H:14]3[CH2:16][C@:10]2([CH:17]=O)[CH2:11][CH2:12][CH2:13]3)[CH3:8])[CH:6]=[CH:5][CH:4]=[CH:3][CH:2]=1.[NH2:19][C:20]1[C:28]([NH2:29])=[CH:27][CH:26]=[CH:25][C:21]=1[C:22](N)=[O:23].CC(N(C)C)=[O:32], predict the reaction product. The product is: [C:1]1([C@@H:7]([N:9]2[CH2:15][C@H:14]3[CH2:16][C@:10]2([C:17]2[NH:29][C:28]4[CH:27]=[CH:26][CH:25]=[C:21]([C:22]([OH:32])=[O:23])[C:20]=4[N:19]=2)[CH2:11][CH2:12][CH2:13]3)[CH3:8])[CH:2]=[CH:3][CH:4]=[CH:5][CH:6]=1. (3) The product is: [Br:1][C:2]1[CH:7]=[CH:6][C:5]([CH2:8][CH2:9][CH2:10][C:11]([NH:13][C:14]2[CH:19]=[CH:18][C:17]([S:20]([CH2:23][CH3:24])(=[O:21])=[O:22])=[C:16]([CH:15]=2)[CH2:25][NH:26][C:35](=[O:41])[O:36][C:37]([CH3:40])([CH3:39])[CH3:38])=[O:12])=[CH:4][CH:3]=1. Given the reactants [Br:1][C:2]1[CH:7]=[CH:6][C:5]([CH2:8][CH2:9][CH2:10][C:11]([NH:13][C:14]2[CH:19]=[CH:18][C:17]([S:20]([CH2:23][CH3:24])(=[O:22])=[O:21])=[C:16]([C:25]#[N:26])[CH:15]=2)=[O:12])=[CH:4][CH:3]=1.NC1C=CC(S(CC)(=O)=O)=C(C=1)CN[C:35](=[O:41])[O:36][C:37]([CH3:40])([CH3:39])[CH3:38].BrC1C=CC(CCCC(O)=O)=CC=1, predict the reaction product. (4) Given the reactants [CH3:1][C:2]1[N:3]=[C:4]2[C:9]([O:10][CH2:11][CH2:12][CH:13]([C:18]([F:21])([F:20])[F:19])[C:14]([F:17])([F:16])[F:15])=[CH:8][C:7]([CH3:22])=[CH:6][N:5]2[C:23]=1[C:24]([O:26]CC)=[O:25].O.O.O.O.O.O.O.O.[OH-].[Ba+2].[OH-].Cl, predict the reaction product. The product is: [CH3:1][C:2]1[N:3]=[C:4]2[C:9]([O:10][CH2:11][CH2:12][CH:13]([C:14]([F:17])([F:15])[F:16])[C:18]([F:19])([F:20])[F:21])=[CH:8][C:7]([CH3:22])=[CH:6][N:5]2[C:23]=1[C:24]([OH:26])=[O:25]. (5) Given the reactants [C:1]([C:4]1[CH:13]=[C:12]([S:14][CH3:15])[C:11]2[C:6](=[CH:7][C:8]([Cl:16])=[CH:9][CH:10]=2)[N:5]=1)([OH:3])=O.[CH2:17]([O:19][C:20]([N:22]1[CH2:27][CH2:26][N:25]([C:28]([CH:30]([NH2:40])[CH2:31][CH2:32][C:33]([O:35][C:36]([CH3:39])([CH3:38])[CH3:37])=[O:34])=[O:29])[CH2:24][CH2:23]1)=[O:21])[CH3:18].CCN=C=NCCCN(C)C.C1C=CC2N(O)N=NC=2C=1, predict the reaction product. The product is: [CH2:17]([O:19][C:20]([N:22]1[CH2:23][CH2:24][N:25]([C:28]([CH:30]([NH:40][C:1]([C:4]2[CH:13]=[C:12]([S:14][CH3:15])[C:11]3[C:6](=[CH:7][C:8]([Cl:16])=[CH:9][CH:10]=3)[N:5]=2)=[O:3])[CH2:31][CH2:32][C:33]([O:35][C:36]([CH3:39])([CH3:38])[CH3:37])=[O:34])=[O:29])[CH2:26][CH2:27]1)=[O:21])[CH3:18]. (6) Given the reactants [F:1][C:2]1[C:7]([C:8]([F:11])([F:10])[F:9])=[CH:6][CH:5]=[CH:4][C:3]=1[N:12]1[CH2:17][CH2:16][NH:15][CH2:14][CH2:13]1.C(=O)([O-])[O-].[K+].[K+].Br[CH2:25][CH2:26][O:27][CH3:28].Cl, predict the reaction product. The product is: [F:1][C:2]1[C:7]([C:8]([F:9])([F:10])[F:11])=[CH:6][CH:5]=[CH:4][C:3]=1[N:12]1[CH2:13][CH2:14][N:15]([CH2:25][CH2:26][O:27][CH3:28])[CH2:16][CH2:17]1. (7) Given the reactants O.[OH-].[Li+].C[O:5][C:6](=[O:37])[CH2:7][C:8]1[C:17]([CH3:18])=[C:16]([C:19]2[CH:24]=[CH:23][C:22]([S:25]([C:28]3[CH:33]=[C:32]([Cl:34])[CH:31]=[CH:30][C:29]=3[Cl:35])(=[O:27])=[O:26])=[CH:21][CH:20]=2)[C:15]2[C:10](=[CH:11][CH:12]=[C:13]([Cl:36])[CH:14]=2)[CH:9]=1, predict the reaction product. The product is: [Cl:36][C:13]1[CH:14]=[C:15]2[C:10](=[CH:11][CH:12]=1)[CH:9]=[C:8]([CH2:7][C:6]([OH:37])=[O:5])[C:17]([CH3:18])=[C:16]2[C:19]1[CH:20]=[CH:21][C:22]([S:25]([C:28]2[CH:33]=[C:32]([Cl:34])[CH:31]=[CH:30][C:29]=2[Cl:35])(=[O:26])=[O:27])=[CH:23][CH:24]=1.